This data is from TCR-epitope binding with 47,182 pairs between 192 epitopes and 23,139 TCRs. The task is: Binary Classification. Given a T-cell receptor sequence (or CDR3 region) and an epitope sequence, predict whether binding occurs between them. The epitope is KEIDRLNEV. The TCR CDR3 sequence is CASSQDPPSSYNEQFF. Result: 0 (the TCR does not bind to the epitope).